Dataset: Full USPTO retrosynthesis dataset with 1.9M reactions from patents (1976-2016). Task: Predict the reactants needed to synthesize the given product. (1) Given the product [N:24]1([C:28]2[N:29]=[CH:30][C:31]([C:2]3[CH:11]=[CH:10][C:9]4[N:8]=[CH:7][C:6]5[N:12]([CH3:23])[C:13](=[O:22])[N:14]([C:15]6[C:16]([CH3:21])=[N:17][N:18]([CH3:20])[CH:19]=6)[C:5]=5[C:4]=4[CH:3]=3)=[CH:32][CH:33]=2)[CH2:27][CH2:26][CH2:25]1, predict the reactants needed to synthesize it. The reactants are: Br[C:2]1[CH:11]=[CH:10][C:9]2[N:8]=[CH:7][C:6]3[N:12]([CH3:23])[C:13](=[O:22])[N:14]([C:15]4[C:16]([CH3:21])=[N:17][N:18]([CH3:20])[CH:19]=4)[C:5]=3[C:4]=2[CH:3]=1.[N:24]1([C:28]2[CH:33]=[CH:32][C:31](B3OC(C)(C)C(C)(C)O3)=[CH:30][N:29]=2)[CH2:27][CH2:26][CH2:25]1. (2) The reactants are: [Br:1][C:2]1[CH:3]=[C:4]([NH:9][CH:10]2[CH2:14][CH2:13][CH2:12][CH2:11]2)[C:5]([NH2:8])=[CH:6][CH:7]=1.[C:15](OCC)(OCC)(OCC)[CH3:16].C(O)(=O)C.C(=O)(O)[O-].[Na+]. Given the product [Br:1][C:2]1[CH:7]=[CH:6][C:5]2[N:8]=[C:15]([CH3:16])[N:9]([CH:10]3[CH2:14][CH2:13][CH2:12][CH2:11]3)[C:4]=2[CH:3]=1, predict the reactants needed to synthesize it. (3) Given the product [Br:1][C:2]1[CH:3]=[C:4]2[C:9](=[CH:10][CH:11]=1)[N:8]=[CH:7][C:6]([C:12](=[O:14])[CH3:13])=[C:5]2[NH:29][C:25]1[CH:24]=[C:23]2[C:28](=[CH:27][CH:26]=1)[CH:20]([N:19]([CH3:30])[CH3:18])[CH2:21][CH2:22]2, predict the reactants needed to synthesize it. The reactants are: [Br:1][C:2]1[CH:3]=[C:4]2[C:9](=[CH:10][CH:11]=1)[N:8]=[CH:7][C:6]([C:12](=[O:14])[CH3:13])=[C:5]2Cl.Cl.Cl.[CH3:18][N:19]([CH3:30])[CH:20]1[C:28]2[C:23](=[CH:24][C:25]([NH2:29])=[CH:26][CH:27]=2)[CH2:22][CH2:21]1. (4) Given the product [CH3:5][O:7][C:8]1[CH:9]=[C:10]([CH:24]=[CH:25][CH:26]=1)[N:11]([CH3:23])[C:12]([C:14]1[CH:22]=[CH:21][CH:20]=[CH:19][C:15]=1[C:16]([Cl:3])=[O:17])=[O:13], predict the reactants needed to synthesize it. The reactants are: S(Cl)([Cl:3])=O.[CH2:5]([O:7][C:8]1[CH:9]=[C:10]([CH:24]=[CH:25][CH:26]=1)[N:11]([CH3:23])[C:12]([C:14]1[CH:22]=[CH:21][CH:20]=[CH:19][C:15]=1[C:16](O)=[O:17])=[O:13])C.C1(C)C=CC=CC=1. (5) Given the product [F:16][C:11]1[CH:10]=[CH:9][C:8]([CH2:2][CH:3]([CH3:5])[CH3:4])=[CH:15][C:12]=1[C:13]#[N:14], predict the reactants needed to synthesize it. The reactants are: [Br-].[CH2:2]([Zn+])[CH:3]([CH3:5])[CH3:4].Br[C:8]1[CH:9]=[CH:10][C:11]([F:16])=[C:12]([CH:15]=1)[C:13]#[N:14]. (6) Given the product [CH2:48]([NH:16][CH2:17][C:18]1[CH:19]=[N:20][CH:21]=[C:22]([C:26]2[CH:27]=[C:28]3[C:32](=[CH:33][CH:34]=2)[NH:31][N:30]=[C:29]3[C:35]2[NH:36][CH:37]=[CH:38][N:39]=2)[C:23]=1[CH2:24][CH3:25])[CH3:49], predict the reactants needed to synthesize it. The reactants are: N1C2C(=CC=CC=2)C=N1.C(OC(=O)[N:16]([CH2:48][CH3:49])[CH2:17][C:18]1[CH:19]=[N:20][CH:21]=[C:22]([C:26]2[CH:27]=[C:28]3[C:32](=[CH:33][CH:34]=2)[NH:31][N:30]=[C:29]3[C:35]2[N:36](COCC[Si](C)(C)C)[CH:37]=[CH:38][N:39]=2)[C:23]=1[CH2:24][CH3:25])(C)(C)C. (7) Given the product [CH3:12][O:11][C:9]1[C:10]2[C:2]([C:24]3[CH:25]=[CH:26][S:22][CH:23]=3)=[CH:3][N:4]([C@@H:13]3[O:19][C@H:18]([CH2:20][OH:21])[C@@H:16]([OH:17])[C@H:14]3[OH:15])[C:5]=2[N:6]=[CH:7][N:8]=1, predict the reactants needed to synthesize it. The reactants are: I[C:2]1[C:10]2[C:9]([O:11][CH3:12])=[N:8][CH:7]=[N:6][C:5]=2[N:4]([C@@H:13]2[O:19][C@H:18]([CH2:20][OH:21])[C@@H:16]([OH:17])[C@H:14]2[OH:15])[CH:3]=1.[S:22]1[CH:26]=[CH:25][C:24](B(O)O)=[CH:23]1. (8) Given the product [F:9][CH:10]([F:14])[C:11]1[NH:8][C:1]2[CH:6]=[CH:5][CH:4]=[CH:3][C:2]=2[N:7]=1, predict the reactants needed to synthesize it. The reactants are: [C:1]1([NH2:8])[CH:6]=[CH:5][CH:4]=[CH:3][C:2]=1[NH2:7].[F:9][CH:10]([F:14])[C:11](O)=O.C(=O)([O-])[O-].[Na+].[Na+]. (9) The reactants are: [OH:1][C:2]1[CH:3]=[CH:4][C:5]2[C:9]([CH2:10][CH2:11][C:12]([O:14][CH2:15][CH3:16])=[O:13])=[CH:8][S:7][C:6]=2[CH:17]=1.[H-].[Na+].CS(O[CH2:25][CH2:26][C:27]1[CH:32]=[CH:31][CH:30]=[C:29]([NH:33][CH3:34])[N:28]=1)(=O)=O. Given the product [CH3:34][NH:33][C:29]1[N:28]=[C:27]([CH2:26][CH2:25][O:1][C:2]2[CH:3]=[CH:4][C:5]3[C:9]([CH2:10][CH2:11][C:12]([O:14][CH2:15][CH3:16])=[O:13])=[CH:8][S:7][C:6]=3[CH:17]=2)[CH:32]=[CH:31][CH:30]=1, predict the reactants needed to synthesize it.